Dataset: Forward reaction prediction with 1.9M reactions from USPTO patents (1976-2016). Task: Predict the product of the given reaction. (1) Given the reactants [F:1][C:2]1[CH:11]=[C:10]([N+:12]([O-:14])=[O:13])[CH:9]=[CH:8][C:3]=1[C:4](OC)=[O:5].[BH4-].[Na+], predict the reaction product. The product is: [F:1][C:2]1[CH:11]=[C:10]([N+:12]([O-:14])=[O:13])[CH:9]=[CH:8][C:3]=1[CH2:4][OH:5]. (2) The product is: [CH:3]1([NH:9][C:10]2[C:14]3([CH2:15][CH2:16][N:17]([CH2:28][C:30]4[CH:31]=[C:32]([B:36]([OH:38])[OH:37])[CH:33]=[CH:34][CH:35]=4)[CH2:18][CH2:19]3)[N:13]([C:20]3[CH:25]=[CH:24][CH:23]=[C:22]([F:26])[CH:21]=3)[C:12](=[O:27])[N:11]=2)[CH2:4][CH2:5][CH2:6][CH2:7][CH2:8]1. Given the reactants Cl.Cl.[CH:3]1([NH:9][C:10]2[C:14]3([CH2:19][CH2:18][NH2+:17][CH2:16][CH2:15]3)[N:13]([C:20]3[CH:25]=[CH:24][CH:23]=[C:22]([F:26])[CH:21]=3)[C:12](=[O:27])[N:11]=2)[CH2:8][CH2:7][CH2:6][CH2:5][CH2:4]1.[CH:28]([C:30]1[CH:31]=[C:32]([B:36]([OH:38])[OH:37])[CH:33]=[CH:34][CH:35]=1)=O.CCN(C(C)C)C(C)C.C([BH3-])#N, predict the reaction product. (3) Given the reactants C(N(CC)CC)C.Cl[C:9]1[C:18]2[C:13](=[CH:14][CH:15]=[CH:16][N:17]=2)[N:12]=[CH:11][C:10]=1[N+:19]([O-:21])=[O:20].[CH2:22]([O:24][CH:25]([O:30][CH2:31][CH3:32])[CH2:26][CH2:27][CH2:28][NH2:29])[CH3:23], predict the reaction product. The product is: [CH2:31]([O:30][CH:25]([O:24][CH2:22][CH3:23])[CH2:26][CH2:27][CH2:28][NH:29][C:9]1[C:18]2[C:13](=[CH:14][CH:15]=[CH:16][N:17]=2)[N:12]=[CH:11][C:10]=1[N+:19]([O-:21])=[O:20])[CH3:32]. (4) The product is: [CH3:12][O:11][C:4]1[CH:3]=[C:2]([NH:1][C:23]([NH:22][C:19]2[CH:20]=[CH:21][C:16]([O:15][C:14]([F:13])([F:25])[F:26])=[CH:17][CH:18]=2)=[O:24])[CH:10]=[CH:9][C:5]=1[C:6]([OH:8])=[O:7]. Given the reactants [NH2:1][C:2]1[CH:10]=[CH:9][C:5]([C:6]([OH:8])=[O:7])=[C:4]([O:11][CH3:12])[CH:3]=1.[F:13][C:14]([F:26])([F:25])[O:15][C:16]1[CH:21]=[CH:20][C:19]([N:22]=[C:23]=[O:24])=[CH:18][CH:17]=1, predict the reaction product. (5) Given the reactants [Cl:1][C:2]1[CH:7]=[C:6]2[NH:8][C:9](=[O:32])[C:10]3([CH:15]([C:16]4[CH:21]=[CH:20][CH:19]=[C:18]([Cl:22])[CH:17]=4)[CH2:14][C:13](=O)[NH:12][CH:11]3[C:24]3[CH:29]=[CH:28][CH:27]=[C:26]([C:30]#[N:31])[CH:25]=3)[C:5]2=[CH:4][CH:3]=1.[BH4-].[Na+], predict the reaction product. The product is: [Cl:1][C:2]1[CH:7]=[C:6]2[NH:8][C:9](=[O:32])[C:10]3([CH:15]([C:16]4[CH:21]=[CH:20][CH:19]=[C:18]([Cl:22])[CH:17]=4)[CH2:14][CH2:13][NH:12][CH:11]3[C:24]3[CH:29]=[CH:28][CH:27]=[C:26]([C:30]#[N:31])[CH:25]=3)[C:5]2=[CH:4][CH:3]=1. (6) Given the reactants Cl[C:2]1[CH:3]=[C:4]([NH:11][C:12]2[CH:17]=[CH:16][CH:15]=[C:14]([N:18]3[CH2:22][CH2:21][CH2:20][C@@H:19]3[CH3:23])[N:13]=2)[C:5]2[N:6]([CH:8]=[CH:9][N:10]=2)[N:7]=1.CC1(C)C(C)(C)OB([C:32]2[CH:40]=[CH:39][C:35]3[N:36]=[CH:37][S:38][C:34]=3[CH:33]=2)O1.CC(C1C=C(C(C)C)C(C2C=CC=CC=2P(C2CCCCC2)C2CCCCC2)=C(C(C)C)C=1)C.C([O-])([O-])=O.[Na+].[Na+], predict the reaction product. The product is: [S:38]1[C:34]2[CH:33]=[C:32]([C:2]3[CH:3]=[C:4]([NH:11][C:12]4[CH:17]=[CH:16][CH:15]=[C:14]([N:18]5[CH2:22][CH2:21][CH2:20][C@@H:19]5[CH3:23])[N:13]=4)[C:5]4[N:6]([CH:8]=[CH:9][N:10]=4)[N:7]=3)[CH:40]=[CH:39][C:35]=2[N:36]=[CH:37]1. (7) Given the reactants Cl.[NH2:2][C@H:3]([C:6]([NH2:8])=[O:7])[CH2:4][OH:5].S=[C:10]1[CH2:14][S:13][C:12](=[O:15])[NH:11]1.C(N(C(C)C)C(C)C)C, predict the reaction product. The product is: [O:15]=[C:12]1[N:11]=[C:10]([NH:2][C@H:3]([C:6]([NH2:8])=[O:7])[CH2:4][OH:5])[CH2:14][S:13]1. (8) Given the reactants [Br:1][C:2]1[CH:7]=[CH:6][C:5](/[C:8](=[CH:15]\[C:16]2[CH:17]=[N:18][CH:19]=[CH:20][CH:21]=2)/[C:9](=[O:14])[C:10]([F:13])([F:12])[F:11])=[CH:4][CH:3]=1.Cl.[NH2:23][OH:24].C([O-])(=O)C.[Na+], predict the reaction product. The product is: [Br:1][C:2]1[CH:3]=[CH:4][C:5]([CH:8]([CH:15]([NH:23][OH:24])[C:16]2[CH:17]=[N:18][CH:19]=[CH:20][CH:21]=2)[C:9](=[O:14])[C:10]([F:12])([F:13])[F:11])=[CH:6][CH:7]=1.